This data is from Full USPTO retrosynthesis dataset with 1.9M reactions from patents (1976-2016). The task is: Predict the reactants needed to synthesize the given product. (1) The reactants are: [Br:1][C:2]1[CH:11]=[C:10]2[C:5]([C:6](=O)[CH:7]=[N:8][NH:9]2)=[CH:4][C:3]=1[Cl:13].S(Cl)([Cl:16])=O. Given the product [Br:1][C:2]1[CH:11]=[C:10]2[C:5]([C:6]([Cl:16])=[CH:7][N:8]=[N:9]2)=[CH:4][C:3]=1[Cl:13], predict the reactants needed to synthesize it. (2) Given the product [C:15]([CH2:14][C:12]1[CH:11]=[C:6]([CH:5]=[C:4]([CH2:3][C:1]#[N:2])[CH:13]=1)[C:7]([OH:9])=[O:8])#[N:16], predict the reactants needed to synthesize it. The reactants are: [C:1]([CH2:3][C:4]1[CH:5]=[C:6]([CH:11]=[C:12]([CH2:14][C:15]#[N:16])[CH:13]=1)[C:7]([O:9]C)=[O:8])#[N:2].O[Li].O. (3) Given the product [CH2:1]([O:5][CH2:6][C:7]1[CH:14]=[CH:13][C:10]([CH2:11][OH:17])=[CH:9][CH:8]=1)[CH2:2][CH2:3][CH3:4], predict the reactants needed to synthesize it. The reactants are: [CH2:1]([O:5][CH2:6][C:7]1[CH:14]=[CH:13][C:10]([CH2:11]N)=[CH:9][CH:8]=1)[CH2:2][CH2:3][CH3:4].C(O)(=[O:17])C.N([O-])=O.[Na+]. (4) Given the product [F:1][C:2]1[CH:7]=[C:6]([F:8])[CH:5]=[C:4]([O:9][CH3:10])[C:3]=1[CH:12]=[O:14], predict the reactants needed to synthesize it. The reactants are: [F:1][C:2]1[CH:3]=[C:4]([O:9][CH3:10])[CH:5]=[C:6]([F:8])[CH:7]=1.Cl[CH:12]([O:14]C)Cl. (5) The reactants are: [C:1]1([CH3:21])[CH:6]=[CH:5][C:4]([S:7]([C:10]2[CH:15]=[CH:14][C:13]([C:16]([F:19])([F:18])[F:17])=[CH:12][C:11]=2[NH2:20])(=[O:9])=[O:8])=[CH:3][CH:2]=1.[O:22]=[C:23](Cl)OC(Cl)(Cl)Cl.[N-]=C=O.Cl.[CH3:34][O:35][C:36](=[O:57])[C@@H:37]([NH2:56])[CH2:38][C:39]1[CH:44]=[CH:43][C:42]([NH:45][C:46](=[O:55])[C:47]2[C:52]([Cl:53])=[CH:51][CH:50]=[CH:49][C:48]=2[Cl:54])=[CH:41][CH:40]=1.C(N(CC)CC)C. Given the product [CH3:34][O:35][C:36](=[O:57])[C@@H:37]([NH:56][C:23]([NH:20][C:11]1[CH:12]=[C:13]([C:16]([F:17])([F:18])[F:19])[CH:14]=[CH:15][C:10]=1[S:7]([C:4]1[CH:3]=[CH:2][C:1]([CH3:21])=[CH:6][CH:5]=1)(=[O:9])=[O:8])=[O:22])[CH2:38][C:39]1[CH:44]=[CH:43][C:42]([NH:45][C:46](=[O:55])[C:47]2[C:48]([Cl:54])=[CH:49][CH:50]=[CH:51][C:52]=2[Cl:53])=[CH:41][CH:40]=1, predict the reactants needed to synthesize it. (6) Given the product [OH:40][C@H:30]1[C@H:31]([OH:39])[C@@H:32]([CH2:37][OH:38])[O:33][C@@H:34]([O:35][CH3:36])[C@@H:29]1[NH:28][C:8](=[O:10])/[CH:7]=[CH:6]/[C:5]1[CH:11]=[CH:12][CH:13]=[C:3]([C:2]([F:1])([F:15])[F:14])[CH:4]=1, predict the reactants needed to synthesize it. The reactants are: [F:1][C:2]([F:15])([F:14])[C:3]1[CH:4]=[C:5]([CH:11]=[CH:12][CH:13]=1)[CH:6]=[CH:7][C:8]([OH:10])=O.CCN=C=NCCCN(C)C.Cl.[NH2:28][C@H:29]1[C@H:34]([O:35][CH3:36])[O:33][C@H:32]([CH2:37][OH:38])[C@@H:31]([OH:39])[C@@H:30]1[OH:40].